Dataset: Forward reaction prediction with 1.9M reactions from USPTO patents (1976-2016). Task: Predict the product of the given reaction. Given the reactants [OH:1][C@H:2]1[CH2:7][NH:6][C:5](=[O:8])[CH2:4][CH2:3]1.F[C:10]1[CH:17]=[CH:16][C:15]([C:18]2[N:23]=[C:22]([NH:24][C:25]3[CH:30]=[CH:29][C:28]([N:31]4[CH2:36][CH2:35][N:34]([CH:37]5[CH2:40][O:39][CH2:38]5)[CH2:33][CH2:32]4)=[CH:27][CH:26]=3)[N:21]=[CH:20][N:19]=2)=[CH:14][C:11]=1[C:12]#[N:13], predict the reaction product. The product is: [O:39]1[CH2:38][CH:37]([N:34]2[CH2:35][CH2:36][N:31]([C:28]3[CH:27]=[CH:26][C:25]([NH:24][C:22]4[N:21]=[CH:20][N:19]=[C:18]([C:15]5[CH:16]=[CH:17][C:10]([O:1][C@@H:2]6[CH2:3][CH2:4][C:5](=[O:8])[NH:6][CH2:7]6)=[C:11]([CH:14]=5)[C:12]#[N:13])[N:23]=4)=[CH:30][CH:29]=3)[CH2:32][CH2:33]2)[CH2:40]1.